Dataset: Forward reaction prediction with 1.9M reactions from USPTO patents (1976-2016). Task: Predict the product of the given reaction. (1) Given the reactants CO[C:3]1[CH:8]=[CH:7][C:6]([C:9]2[N:10]([CH2:20][C:21]([OH:23])=[O:22])[C:11]([C:14]3[CH:19]=[CH:18][CH:17]=[CH:16][CH:15]=3)=[CH:12][CH:13]=2)=[CH:5][CH:4]=1.Cl[Si](C)(C)[CH3:26], predict the reaction product. The product is: [CH3:26][O:23][C:21](=[O:22])[CH2:20][N:10]1[C:11]([C:14]2[CH:19]=[CH:18][CH:17]=[CH:16][CH:15]=2)=[CH:12][CH:13]=[C:9]1[C:6]1[CH:5]=[CH:4][CH:3]=[CH:8][CH:7]=1. (2) Given the reactants [C:1]([N:5]1[C:9]([C:10]2[CH:15]=[CH:14][C:13]([F:16])=[CH:12][CH:11]=2)=[C:8]([C:17]2[S:18][CH:19]=[C:20]([CH2:22][NH:23]C(=O)O)[N:21]=2)[CH:7]=[N:6]1)([CH3:4])([CH3:3])[CH3:2], predict the reaction product. The product is: [C:1]([N:5]1[C:9]([C:10]2[CH:11]=[CH:12][C:13]([F:16])=[CH:14][CH:15]=2)=[C:8]([C:17]2[S:18][CH:19]=[C:20]([CH2:22][NH2:23])[N:21]=2)[CH:7]=[N:6]1)([CH3:4])([CH3:3])[CH3:2]. (3) Given the reactants [OH:1][CH2:2][C:3]1[CH:12]=[CH:11][C:6]([C:7]([O:9][CH3:10])=[O:8])=[CH:5][N:4]=1.[H-].[Na+].Br[CH2:16][C:17]([O:19][CH2:20][CH3:21])=[O:18], predict the reaction product. The product is: [CH2:20]([O:19][C:17](=[O:18])[CH2:16][O:1][CH2:2][C:3]1[CH:12]=[CH:11][C:6]([C:7]([O:9][CH3:10])=[O:8])=[CH:5][N:4]=1)[CH3:21]. (4) Given the reactants [C:1]([O:5][C:6]([N:8]1[CH:12]=[CH:11][CH:10]=[C:9]1B(O)O)=[O:7])([CH3:4])([CH3:3])[CH3:2].Br[C:17]1[S:25][C:24]2[C:19](=[N:20][CH:21]=[CH:22][C:23]=2[NH:26][C:27]2[CH:28]=[C:29]3[C:33](=[CH:34][CH:35]=2)[NH:32][C:31]([CH3:36])=[CH:30]3)[CH:18]=1, predict the reaction product. The product is: [C:1]([O:5][C:6]([N:8]1[CH:12]=[CH:11][CH:10]=[C:9]1[C:17]1[S:25][C:24]2[C:19](=[N:20][CH:21]=[CH:22][C:23]=2[NH:26][C:27]2[CH:28]=[C:29]3[C:33](=[CH:34][CH:35]=2)[NH:32][C:31]([CH3:36])=[CH:30]3)[CH:18]=1)=[O:7])([CH3:4])([CH3:3])[CH3:2]. (5) Given the reactants [Cl:1][S:2]([C:5]1[CH:13]=[CH:12][C:8]([C:9](Cl)=[O:10])=[CH:7][CH:6]=1)(=[O:4])=[O:3].N#N.[F:16][C:17]1[CH:24]=[CH:23][C:20]([CH2:21][NH2:22])=[CH:19][CH:18]=1.C(N(CC)CC)C, predict the reaction product. The product is: [F:16][C:17]1[CH:24]=[CH:23][C:20]([CH2:21][NH:22][C:9]([C:8]2[CH:12]=[CH:13][C:5]([S:2]([Cl:1])(=[O:4])=[O:3])=[CH:6][CH:7]=2)=[O:10])=[CH:19][CH:18]=1. (6) Given the reactants [NH2:1][C:2]1[C:10]([O:11][CH3:12])=[CH:9][CH:8]=[CH:7][C:3]=1[C:4]([OH:6])=[O:5].[C:13](OC(=O)C)(=O)[CH3:14].C(O)(C(F)(F)F)=O, predict the reaction product. The product is: [CH3:12][O:11][C:10]1[C:2]2[N:1]=[C:13]([CH3:14])[O:5][C:4](=[O:6])[C:3]=2[CH:7]=[CH:8][CH:9]=1. (7) Given the reactants [F:1][C:2]1[CH:7]=[CH:6][C:5]([N:8]2[CH:13]=[C:12]([CH3:14])[CH:11]=[C:10]([C:15]([O:17]CC)=[O:16])[C:9]2=[O:20])=[CH:4][CH:3]=1.[OH-].[Na+].Cl, predict the reaction product. The product is: [F:1][C:2]1[CH:7]=[CH:6][C:5]([N:8]2[CH:13]=[C:12]([CH3:14])[CH:11]=[C:10]([C:15]([OH:17])=[O:16])[C:9]2=[O:20])=[CH:4][CH:3]=1.